The task is: Regression/Classification. Given a drug SMILES string, predict its absorption, distribution, metabolism, or excretion properties. Task type varies by dataset: regression for continuous measurements (e.g., permeability, clearance, half-life) or binary classification for categorical outcomes (e.g., BBB penetration, CYP inhibition). Dataset: cyp2c19_veith.. This data is from CYP2C19 inhibition data for predicting drug metabolism from PubChem BioAssay. (1) The drug is CN1CC(c2ccccc2)C2(COc3ccccc3C2=O)C12C(=O)Nc1ccccc12. The result is 1 (inhibitor). (2) The molecule is C[C@@H](C(=O)NCC1CC1)[C@@H]1C[C@@]1(C)[C@@H](NC(=O)OCc1ccccc1)c1ccccc1. The result is 1 (inhibitor). (3) The molecule is COC(=O)[C@@]1(Cc2ccc(OC)cc2)[C@H]2c3cc(C(=O)N(C)C)n(Cc4ccc(C)c(F)c4F)c3C[C@H]2CN1C(=O)c1ccccc1. The result is 1 (inhibitor). (4) The molecule is CSc1nc(N)nc(-c2cccs2)c1C#N. The result is 1 (inhibitor). (5) The molecule is CCCCc1nc2ccccc2c(=O)n1-c1ccccc1[N+](=O)[O-]. The result is 1 (inhibitor). (6) The molecule is CCCS(=O)(=O)N1CCN(CC2CC=CCC2)CC1.O=C(O)C(=O)O. The result is 1 (inhibitor). (7) The compound is COCC(=O)N1CCC[C@@]2(CCN(c3ccncc3)C2)C1. The result is 0 (non-inhibitor).